The task is: Predict which catalyst facilitates the given reaction.. This data is from Catalyst prediction with 721,799 reactions and 888 catalyst types from USPTO. Reactant: Cl[C:2]1[N:7]=[C:6]([Cl:8])[CH:5]=[C:4]([Cl:9])[N:3]=1.C(=O)(O)[O-].[Na+].[CH3:15][CH:16]1[CH2:20][CH2:19][CH2:18][NH:17]1. Product: [Cl:9][C:4]1[CH:5]=[C:6]([Cl:8])[N:7]=[C:2]([N:17]2[CH2:18][CH2:19][CH2:20][CH:16]2[CH3:15])[N:3]=1. The catalyst class is: 5.